This data is from Forward reaction prediction with 1.9M reactions from USPTO patents (1976-2016). The task is: Predict the product of the given reaction. (1) Given the reactants Cl.[NH2:2][C@@H:3]1[CH2:12][C:11]2[C:6](=[CH:7][CH:8]=[CH:9][CH:10]=2)[NH:5][C:4]1=[O:13].[Cl:14][C:15]1[CH:16]=[C:17]2[C:21](=[CH:22][CH:23]=1)[NH:20][C:19]([C:24](O)=[O:25])=[CH:18]2.ON1C2N=CC=CC=2N=N1.Cl.CN(C)CCCN=C=NCC.C(N(C(C)C)CC)(C)C, predict the reaction product. The product is: [Cl:14][C:15]1[CH:16]=[C:17]2[C:21](=[CH:22][CH:23]=1)[NH:20][C:19]([C:24]([NH:2][C@@H:3]1[CH2:12][C:11]3[C:6](=[CH:7][CH:8]=[CH:9][CH:10]=3)[NH:5][C:4]1=[O:13])=[O:25])=[CH:18]2. (2) Given the reactants [Cl:1]N1C(=O)CCC1=O.[CH3:9][O:10][C:11]1[CH:12]=[C:13]2[C:18](=[CH:19][C:20]=1[O:21][CH3:22])[N:17]=[CH:16][CH:15]=[C:14]2[OH:23], predict the reaction product. The product is: [Cl:1][C:15]1[CH:16]=[N:17][C:18]2[C:13]([C:14]=1[OH:23])=[CH:12][C:11]([O:10][CH3:9])=[C:20]([O:21][CH3:22])[CH:19]=2.